Dataset: Catalyst prediction with 721,799 reactions and 888 catalyst types from USPTO. Task: Predict which catalyst facilitates the given reaction. (1) Reactant: F[C:2]1[CH:9]=[CH:8][CH:7]=[C:6]([C:10]([F:13])([F:12])[F:11])[C:3]=1[CH:4]=O.[C:14]([O:18][CH3:19])(=[O:17])[CH2:15][SH:16].C(=O)([O-])[O-].[K+].[K+].CN(C=O)C. Product: [F:11][C:10]([F:13])([F:12])[C:6]1[C:3]2[CH:4]=[C:15]([C:14]([O:18][CH3:19])=[O:17])[S:16][C:2]=2[CH:9]=[CH:8][CH:7]=1. The catalyst class is: 6. (2) Reactant: C[O:2][C:3](=[O:17])[CH2:4][C:5]1[CH:9]=[CH:8][N:7]([C:10]2[CH:15]=[CH:14][C:13]([F:16])=[CH:12][CH:11]=2)[CH:6]=1.[Li+].[OH-].Cl. Product: [F:16][C:13]1[CH:14]=[CH:15][C:10]([N:7]2[CH:8]=[CH:9][C:5]([CH2:4][C:3]([OH:17])=[O:2])=[CH:6]2)=[CH:11][CH:12]=1. The catalyst class is: 1.